This data is from Full USPTO retrosynthesis dataset with 1.9M reactions from patents (1976-2016). The task is: Predict the reactants needed to synthesize the given product. (1) Given the product [CH3:61][C:60]1[C:51]([C:49]2([CH3:50])[C:37]3[CH:46]=[CH:45][C:40]([C:41]([O:43][CH3:44])=[O:42])=[CH:39][C:38]=3[O:47][CH2:48]2)=[CH:52][C:53]2[C:54]([CH3:65])([CH3:64])[CH2:55][CH2:56][C:57]([CH3:63])([CH3:62])[C:58]=2[CH:59]=1, predict the reactants needed to synthesize it. The reactants are: C(N(CCCC)CCCC)CCC.C(O)=O.C([O-])=O.[Na+].C1OCCOCCOCCOCCOC1.I[C:37]1[CH:46]=[CH:45][C:40]([C:41]([O:43][CH3:44])=[O:42])=[CH:39][C:38]=1[O:47][CH:48]=[C:49]([C:51]1[C:60]([CH3:61])=[CH:59][C:58]2[C:57]([CH3:63])([CH3:62])[CH2:56][CH2:55][C:54]([CH3:65])([CH3:64])[C:53]=2[CH:52]=1)[CH3:50]. (2) Given the product [CH:2]1([S:5][C:6]2[CH:7]=[CH:8][C:9]([C:12]([C:14]3[NH:15][C:16](=[O:24])[C:17]([C:20]([F:23])([F:22])[F:21])=[CH:18][CH:19]=3)=[O:13])=[CH:10][CH:11]=2)[CH2:4][CH2:3]1, predict the reactants needed to synthesize it. The reactants are: Br.[CH:2]1([S:5][C:6]2[CH:11]=[CH:10][C:9]([C:12]([C:14]3[CH:19]=[CH:18][C:17]([C:20]([F:23])([F:22])[F:21])=[C:16]([O:24]C)[N:15]=3)=[O:13])=[CH:8][CH:7]=2)[CH2:4][CH2:3]1.O. (3) Given the product [Cl:7][C:8]1[CH:13]=[CH:12][C:11]([NH:14][C:15]([N:17]2[C@@H:21]([C:22]([NH:24][C:25]3[CH:30]=[CH:29][C:28]([N:31]4[CH2:36][CH2:35][O:34][CH2:33][C:32]4=[O:37])=[CH:27][CH:26]=3)=[O:23])[CH2:20][S:3](=[O:5])(=[O:2])[CH2:18]2)=[O:16])=[CH:10][CH:9]=1, predict the reactants needed to synthesize it. The reactants are: O[O:2][S:3]([O-:5])=O.[K+].[Cl:7][C:8]1[CH:13]=[CH:12][C:11]([NH:14][C:15]([N:17]2[C@@H:21]([C:22]([NH:24][C:25]3[CH:30]=[CH:29][C:28]([N:31]4[CH2:36][CH2:35][O:34][CH2:33][C:32]4=[O:37])=[CH:27][CH:26]=3)=[O:23])[CH2:20]S[CH2:18]2)=[O:16])=[CH:10][CH:9]=1. (4) Given the product [CH2:1]([O:3][C:4]([C:6]1[S:7][C:8]([O:19][C:20]2[CH:25]=[CH:24][C:23]([C:28](=[O:34])[CH2:29][CH2:30][CH2:31][CH2:32][CH3:33])=[C:22]([O:26][CH3:27])[CH:21]=2)=[C:9]2[C:17]3[N:16]([CH3:18])[N:15]=[CH:14][C:13]=3[CH2:12][CH2:11][C:10]=12)=[O:5])[CH3:2], predict the reactants needed to synthesize it. The reactants are: [CH2:1]([O:3][C:4]([C:6]1[S:7][C:8]([O:19][C:20]2[CH:25]=[CH:24][CH:23]=[C:22]([O:26][CH3:27])[CH:21]=2)=[C:9]2[C:17]3[N:16]([CH3:18])[N:15]=[CH:14][C:13]=3[CH2:12][CH2:11][C:10]=12)=[O:5])[CH3:2].[C:28](Cl)(=[O:34])[CH2:29][CH2:30][CH2:31][CH2:32][CH3:33].[Cl-].[Al+3].[Cl-].[Cl-].Cl. (5) Given the product [Br:1][C:2]1[CH:9]=[CH:8][CH:7]=[C:6]([F:10])[C:3]=1[CH2:4][OH:5], predict the reactants needed to synthesize it. The reactants are: [Br:1][C:2]1[CH:9]=[CH:8][CH:7]=[C:6]([F:10])[C:3]=1[CH:4]=[O:5].[BH4-].[Na+]. (6) Given the product [CH3:12][C:13]1[C:18]([CH3:19])=[CH:17][C:16]2[NH:20][C:10]([C:8]3[CH:7]=[CH:6][C:3]([C:4]#[N:5])=[C:2]([F:1])[CH:9]=3)=[N:21][C:15]=2[CH:14]=1, predict the reactants needed to synthesize it. The reactants are: [F:1][C:2]1[CH:9]=[C:8]([CH:10]=O)[CH:7]=[CH:6][C:3]=1[C:4]#[N:5].[CH3:12][C:13]1[CH:14]=[C:15]([NH2:21])[C:16]([NH2:20])=[CH:17][C:18]=1[CH3:19].C1(C)C=CC(S(O)(=O)=O)=CC=1. (7) Given the product [CH:41]1([CH2:46][C@H:47]([C:58]2[CH:63]=[CH:62][C:61]([S:64]([CH3:67])(=[O:65])=[O:66])=[C:60]([C:68]([F:69])([F:70])[F:71])[CH:59]=2)[C:48]([NH:50][C:51]2[CH:56]=[CH:55][N:54]=[CH:53][N:52]=2)=[O:49])[CH2:45][CH2:44][CH2:43][CH2:42]1, predict the reactants needed to synthesize it. The reactants are: C[Si](C)(C)N(C1C=CN=C(C)N=1)[Si](C)(C)C.C1(C[C@H](C2C=CC(S(C)(=O)=O)=C(C(F)(F)F)C=2)C(O)=O)CCCC1.[CH:41]1([CH2:46][C@H:47]([C:58]2[CH:63]=[CH:62][C:61]([S:64]([CH3:67])(=[O:66])=[O:65])=[C:60]([C:68]([F:71])([F:70])[F:69])[CH:59]=2)[C:48]([NH:50][C:51]2[CH:56]=[CH:55][N:54]=[C:53](C)[N:52]=2)=[O:49])[CH2:45][CH2:44][CH2:43][CH2:42]1.